Dataset: Full USPTO retrosynthesis dataset with 1.9M reactions from patents (1976-2016). Task: Predict the reactants needed to synthesize the given product. (1) Given the product [F:1][C:2]1[CH:7]=[C:6]([O:8][CH:27]([CH3:29])[CH3:28])[CH:5]=[C:4]([F:9])[C:3]=1[C:10]1[N:15]=[C:14]([C:16]([O:18][CH3:19])=[O:17])[CH:13]=[CH:12][CH:11]=1, predict the reactants needed to synthesize it. The reactants are: [F:1][C:2]1[CH:7]=[C:6]([OH:8])[CH:5]=[C:4]([F:9])[C:3]=1[C:10]1[N:15]=[C:14]([C:16]([O:18][CH3:19])=[O:17])[CH:13]=[CH:12][CH:11]=1.C([O-])([O-])=O.[K+].[K+].I[CH:27]([CH3:29])[CH3:28]. (2) Given the product [CH2:1]([NH:3][C:4]([NH:6][C:7]1[CH:8]=[CH:9][C:10]([C:13]2[N:14]=[C:15]([N:26]3[CH2:31][CH2:30][O:29][CH2:28][C@@H:27]3[CH3:32])[C:16]3[CH2:17][CH2:18][N:19]4[C@@H:23]([C:24]=3[N:25]=2)[CH2:22][CH2:21][CH2:20]4)=[CH:11][CH:12]=1)=[O:5])[CH3:2], predict the reactants needed to synthesize it. The reactants are: [CH2:1]([NH:3][C:4]([NH:6][C:7]1[CH:12]=[CH:11][C:10]([C:13]2[N:14]=[C:15]([N:26]3[CH2:31][CH2:30][O:29][CH2:28][C@@H:27]3[CH3:32])[C:16]3[CH2:17][CH2:18][N:19]4[C@H:23]([C:24]=3[N:25]=2)[CH2:22][CH2:21][CH2:20]4)=[CH:9][CH:8]=1)=[O:5])[CH3:2].B(O)O.C([O-])(=O)C.[K+].C(#N)C. (3) Given the product [C:1]([O:5][C:6]([N:8]1[CH2:9][C@@H:10]([O:47][CH2:48][C@H:49]2[CH2:50][O:62]2)[C@H:11]([C:28]2[CH:29]=[CH:30][C:31]([O:34][CH2:35][CH2:36][CH2:37][O:38][C:39]3[CH:44]=[CH:43][CH:42]=[CH:41][C:40]=3[C:45]#[N:46])=[CH:32][CH:33]=2)[C@@H:12]([O:14][CH2:15][C:16]2[CH:25]=[C:24]([O:26][CH3:27])[C:23]3[C:18](=[CH:19][CH:20]=[CH:21][CH:22]=3)[CH:17]=2)[CH2:13]1)=[O:7])([CH3:2])([CH3:3])[CH3:4], predict the reactants needed to synthesize it. The reactants are: [C:1]([O:5][C:6]([N:8]1[CH2:13][C@H:12]([O:14][CH2:15][C:16]2[CH:25]=[C:24]([O:26][CH3:27])[C:23]3[C:18](=[CH:19][CH:20]=[CH:21][CH:22]=3)[CH:17]=2)[C@@H:11]([C:28]2[CH:33]=[CH:32][C:31]([O:34][CH2:35][CH2:36][CH2:37][O:38][C:39]3[CH:44]=[CH:43][CH:42]=[CH:41][C:40]=3[C:45]#[N:46])=[CH:30][CH:29]=2)[C@H:10]([O:47][CH2:48][C@H:49]([OH:62])[CH2:50]OS(C2C=CC(C)=CC=2)(=O)=O)[CH2:9]1)=[O:7])([CH3:4])([CH3:3])[CH3:2].[OH-].[Na+]. (4) Given the product [I-:21].[CH3:19][N+:2]([CH3:20])([CH3:1])[CH2:3][CH2:4][CH2:5][C:6]1[CH:10]=[C:9]([C:11]2[CH:12]=[CH:13][CH:14]=[CH:15][CH:16]=2)[NH:8][C:7]=1[CH:17]=[O:18], predict the reactants needed to synthesize it. The reactants are: [CH3:1][N:2]([CH3:19])[CH2:3][CH2:4][CH2:5][C:6]1[CH:10]=[C:9]([C:11]2[CH:16]=[CH:15][CH:14]=[CH:13][CH:12]=2)[NH:8][C:7]=1[CH:17]=[O:18].[CH3:20][I:21]. (5) Given the product [CH2:28]([O:30][C:31](=[O:43])[C:32]([O:35][C:36]1[CH:41]=[CH:40][CH:39]=[C:38]([O:15][CH2:14][CH:13]([N:12]2[C:11]3[CH:22]=[C:23]([F:27])[C:24]([F:26])=[CH:25][C:10]=3[N:9]=[C:8]2[C:5]2[CH:6]=[CH:7][C:2]([Cl:1])=[CH:3][CH:4]=2)[CH:16]2[CH2:17][CH2:18][CH2:19][CH2:20][CH2:21]2)[CH:37]=1)([CH3:34])[CH3:33])[CH3:29], predict the reactants needed to synthesize it. The reactants are: [Cl:1][C:2]1[CH:7]=[CH:6][C:5]([C:8]2[N:12]([CH:13]([CH:16]3[CH2:21][CH2:20][CH2:19][CH2:18][CH2:17]3)[CH2:14][OH:15])[C:11]3[CH:22]=[C:23]([F:27])[C:24]([F:26])=[CH:25][C:10]=3[N:9]=2)=[CH:4][CH:3]=1.[CH2:28]([O:30][C:31](=[O:43])[C:32]([O:35][C:36]1[CH:41]=[CH:40][CH:39]=[C:38](O)[CH:37]=1)([CH3:34])[CH3:33])[CH3:29].C(P(CCCC)CCCC)CCC.CN(C)C(N=NC(N(C)C)=O)=O.